This data is from Full USPTO retrosynthesis dataset with 1.9M reactions from patents (1976-2016). The task is: Predict the reactants needed to synthesize the given product. (1) Given the product [Br:24][C:20]1[N:19]=[C:18]([CH2:17][N:8]2[C:9]3[C:14](=[CH:13][CH:12]=[CH:11][CH:10]=3)[C:15](=[O:16])[C:6]([C:4]([C:31]3[CH:30]=[N:29][C:28]([CH2:26][CH3:27])=[CH:33][CH:32]=3)=[O:5])=[CH:7]2)[CH:23]=[CH:22][CH:21]=1, predict the reactants needed to synthesize it. The reactants are: CON(C)[C:4]([C:6]1[C:15](=[O:16])[C:14]2[C:9](=[CH:10][CH:11]=[CH:12][CH:13]=2)[N:8]([CH2:17][C:18]2[CH:23]=[CH:22][CH:21]=[C:20]([Br:24])[N:19]=2)[CH:7]=1)=[O:5].[CH2:26]([C:28]1[CH:33]=[CH:32][C:31](I)=[CH:30][N:29]=1)[CH3:27].C([Mg]Cl)(C)C. (2) Given the product [CH3:27][C@@H:28]1[CH2:32][CH2:31][C@@H:30]([CH3:33])[N:29]1[CH2:2][CH2:3][CH2:4][O:5][C:6]1[CH:11]=[CH:10][C:9]([C:12]2[CH:17]=[CH:16][C:15]([C:18]([N:20]3[CH2:24][CH2:23][CH2:22][CH:21]3[CH3:25])=[O:19])=[CH:14][CH:13]=2)=[CH:8][CH:7]=1, predict the reactants needed to synthesize it. The reactants are: Cl[CH2:2][CH2:3][CH2:4][O:5][C:6]1[CH:11]=[CH:10][C:9]([C:12]2[CH:17]=[CH:16][C:15]([C:18]([N:20]3[CH2:24][CH2:23][CH2:22][CH:21]3[CH3:25])=[O:19])=[CH:14][CH:13]=2)=[CH:8][CH:7]=1.Cl.[CH3:27][C@@H:28]1[CH2:32][CH2:31][C@@H:30]([CH3:33])[NH:29]1. (3) Given the product [Cl:1][C:2]1[CH:3]=[CH:4][C:5]2[S:8][C:9]([CH3:10])=[CH:13][C:6]=2[CH:7]=1, predict the reactants needed to synthesize it. The reactants are: [Cl:1][C:2]1[CH:7]=[CH:6][C:5]([S:8][CH2:9][C:10](Cl)=C)=[CH:4][CH:3]=1.[CH3:13]C(OC)(C)C. (4) The reactants are: Cl[C:2]1[CH:3]=[CH:4][N:5]2[C:10]([C:11]=1[CH3:12])=[C:9]([CH:13]1[CH2:15][CH2:14]1)[CH:8]=[C:7]([C:16]([O:18][CH3:19])=[O:17])[C:6]2=[O:20].[OH:21][C:22]1[CH:36]=[CH:35][C:34](B2OC(C)(C)C(C)(C)O2)=[CH:33][C:23]=1[CH2:24][NH:25][C:26](=[O:32])[O:27][C:28]([CH3:31])([CH3:30])[CH3:29]. Given the product [C:28]([O:27][C:26]([NH:25][CH2:24][C:23]1[CH:33]=[C:34]([C:2]2[CH:3]=[CH:4][N:5]3[C:10]([C:11]=2[CH3:12])=[C:9]([CH:13]2[CH2:15][CH2:14]2)[CH:8]=[C:7]([C:16]([O:18][CH3:19])=[O:17])[C:6]3=[O:20])[CH:35]=[CH:36][C:22]=1[OH:21])=[O:32])([CH3:31])([CH3:29])[CH3:30], predict the reactants needed to synthesize it. (5) Given the product [CH2:17]([N:19]1[CH2:23][CH2:22][CH2:21][CH:20]1[CH2:24][NH:25][C:2]1[CH:3]=[CH:4][C:5]2[N:6]([C:8]([C:11]3[CH:16]=[CH:15][N:14]=[CH:13][CH:12]=3)=[CH:9][N:10]=2)[N:7]=1)[CH3:18], predict the reactants needed to synthesize it. The reactants are: Cl[C:2]1[CH:3]=[CH:4][C:5]2[N:6]([C:8]([C:11]3[CH:16]=[CH:15][N:14]=[CH:13][CH:12]=3)=[CH:9][N:10]=2)[N:7]=1.[CH2:17]([N:19]1[CH2:23][CH2:22][CH2:21][CH:20]1[CH2:24][NH2:25])[CH3:18]. (6) Given the product [NH2:7][CH2:8][CH2:9][CH2:10][N:11]([CH2:16][C:17]1[CH:22]=[CH:21][CH:20]=[C:19]([C:23]2[CH:28]=[CH:27][N:26]=[C:25]([NH:31][CH2:32][CH2:33][C:34]3[CH:35]=[C:36]([Cl:42])[C:37]([OH:41])=[C:38]([Cl:40])[CH:39]=3)[N:24]=2)[CH:18]=1)[S:12]([CH3:15])(=[O:13])=[O:14], predict the reactants needed to synthesize it. The reactants are: C(OC(=O)[NH:7][CH2:8][CH2:9][CH2:10][N:11]([CH2:16][C:17]1[CH:22]=[CH:21][CH:20]=[C:19]([C:23]2[CH:28]=[CH:27][N:26]=[C:25](Cl)[N:24]=2)[CH:18]=1)[S:12]([CH3:15])(=[O:14])=[O:13])(C)(C)C.[NH2:31][CH2:32][CH2:33][C:34]1[CH:39]=[C:38]([Cl:40])[C:37]([OH:41])=[C:36]([Cl:42])[CH:35]=1. (7) Given the product [C:24]([O:23][C:21](=[O:22])[NH:2][CH2:3][CH2:4][O:5][CH2:6][CH2:7][O:8][CH2:9][CH2:10][O:11][CH2:12][CH2:13][OH:14])([CH3:27])([CH3:26])[CH3:25], predict the reactants needed to synthesize it. The reactants are: Cl.[NH2:2][CH2:3][CH2:4][O:5][CH2:6][CH2:7][O:8][CH2:9][CH2:10][O:11][CH2:12][CH2:13][OH:14].C(=O)([O-])[O-].[Na+].[Na+].[C:21](O[C:21]([O:23][C:24]([CH3:27])([CH3:26])[CH3:25])=[O:22])([O:23][C:24]([CH3:27])([CH3:26])[CH3:25])=[O:22]. (8) The reactants are: C[O:2][C:3]([C:5]1[CH:10]=[CH:9][C:8]([Br:11])=[CH:7][N:6]=1)=O.O.[NH2:13][NH2:14]. Given the product [Br:11][C:8]1[CH:9]=[CH:10][C:5]([C:3]([NH:13][NH2:14])=[O:2])=[N:6][CH:7]=1, predict the reactants needed to synthesize it. (9) Given the product [CH3:25][O:24][C:21]1[CH:20]=[CH:19][C:18]([C:16]2[N:12]=[C:11]([CH:8]3[CH2:9][CH2:10][C:5]4([O:4][CH2:3][CH2:2][O:1]4)[CH2:6][CH2:7]3)[S:13][C:15]=2[C:26]2[CH:27]=[CH:28][C:29]([CH3:32])=[CH:30][CH:31]=2)=[CH:23][CH:22]=1, predict the reactants needed to synthesize it. The reactants are: [O:1]1[C:5]2([CH2:10][CH2:9][CH:8]([C:11](=[S:13])[NH2:12])[CH2:7][CH2:6]2)[O:4][CH2:3][CH2:2]1.Br[CH:15]([C:26]1[CH:31]=[CH:30][C:29]([CH3:32])=[CH:28][CH:27]=1)[C:16]([C:18]1[CH:23]=[CH:22][C:21]([O:24][CH3:25])=[CH:20][CH:19]=1)=O.C(=O)([O-])O.[Na+].